This data is from Forward reaction prediction with 1.9M reactions from USPTO patents (1976-2016). The task is: Predict the product of the given reaction. (1) The product is: [CH2:11]([O:18][C:19]1[CH:20]=[C:21]([CH:24]=[CH:25][CH:26]=1)[CH2:22][NH:1][C:2]1[C:7]([Cl:8])=[C:6]([CH3:9])[N:5]=[C:4]([CH3:10])[N:3]=1)[C:12]1[CH:13]=[CH:14][CH:15]=[CH:16][CH:17]=1. Given the reactants [NH2:1][C:2]1[C:7]([Cl:8])=[C:6]([CH3:9])[N:5]=[C:4]([CH3:10])[N:3]=1.[CH2:11]([O:18][C:19]1[CH:20]=[C:21]([CH:24]=[CH:25][CH:26]=1)[CH2:22]Cl)[C:12]1[CH:17]=[CH:16][CH:15]=[CH:14][CH:13]=1.[H-].[Na+], predict the reaction product. (2) Given the reactants [OH:1][CH:2]1[CH2:6][CH2:5][N:4]([C:7]([C:9]2[CH:14]=[C:13]([S:15]([CH3:18])(=[O:17])=[O:16])[CH:12]=[CH:11][C:10]=2[O:19][CH:20]([CH3:22])[CH3:21])=[O:8])[CH2:3]1.[F:23][C:24]1[CH:25]=[C:26](O)[CH:27]=[C:28]([C:30]([F:33])([F:32])[F:31])[CH:29]=1, predict the reaction product. The product is: [F:23][C:24]1[CH:25]=[C:26]([CH:27]=[C:28]([C:30]([F:31])([F:32])[F:33])[CH:29]=1)[O:1][CH:2]1[CH2:6][CH2:5][N:4]([C:7]([C:9]2[CH:14]=[C:13]([S:15]([CH3:18])(=[O:17])=[O:16])[CH:12]=[CH:11][C:10]=2[O:19][CH:20]([CH3:22])[CH3:21])=[O:8])[CH2:3]1.